Dataset: Forward reaction prediction with 1.9M reactions from USPTO patents (1976-2016). Task: Predict the product of the given reaction. (1) Given the reactants [H-].[Na+].[NH:3]1[CH2:8][CH2:7][O:6][CH2:5][C:4]1=[O:9].Cl[CH2:11][CH2:12][O:13][C:14]1[CH:18]=[C:17]([CH3:19])[N:16]([C:20]2[CH:29]=[CH:28][C:27]3[C:22](=[CH:23][CH:24]=[CH:25][CH:26]=3)[CH:21]=2)[N:15]=1.O, predict the reaction product. The product is: [CH3:19][C:17]1[N:16]([C:20]2[CH:29]=[CH:28][C:27]3[C:22](=[CH:23][CH:24]=[CH:25][CH:26]=3)[CH:21]=2)[N:15]=[C:14]([O:13][CH2:12][CH2:11][N:3]2[CH2:8][CH2:7][O:6][CH2:5][C:4]2=[O:9])[CH:18]=1. (2) Given the reactants [F:1][CH:2]([F:29])[C:3]([NH:5][NH:6][C:7]([CH:9]1[CH2:14][C:13]([CH3:28])([S:15]([C:18]2[CH:23]=[CH:22][CH:21]=[C:20]([C:24]([F:27])([F:26])[F:25])[CH:19]=2)(=[O:17])=[O:16])[CH2:12][CH2:11][O:10]1)=[O:8])=O.O=P(Cl)(Cl)Cl, predict the reaction product. The product is: [F:29][CH:2]([F:1])[C:3]1[O:8][C:7]([CH:9]2[CH2:14][C:13]([CH3:28])([S:15]([C:18]3[CH:23]=[CH:22][CH:21]=[C:20]([C:24]([F:26])([F:27])[F:25])[CH:19]=3)(=[O:17])=[O:16])[CH2:12][CH2:11][O:10]2)=[N:6][N:5]=1.